This data is from NCI-60 drug combinations with 297,098 pairs across 59 cell lines. The task is: Regression. Given two drug SMILES strings and cell line genomic features, predict the synergy score measuring deviation from expected non-interaction effect. (1) Drug 1: CC1=C(C=C(C=C1)NC(=O)C2=CC=C(C=C2)CN3CCN(CC3)C)NC4=NC=CC(=N4)C5=CN=CC=C5. Drug 2: C1C(C(OC1N2C=NC3=C2NC=NCC3O)CO)O. Cell line: SN12C. Synergy scores: CSS=-7.55, Synergy_ZIP=1.67, Synergy_Bliss=-1.86, Synergy_Loewe=-8.26, Synergy_HSA=-7.97. (2) Drug 1: CC12CCC3C(C1CCC2O)C(CC4=C3C=CC(=C4)O)CCCCCCCCCS(=O)CCCC(C(F)(F)F)(F)F. Drug 2: C1=NC2=C(N=C(N=C2N1C3C(C(C(O3)CO)O)F)Cl)N. Cell line: MCF7. Synergy scores: CSS=9.52, Synergy_ZIP=2.37, Synergy_Bliss=2.59, Synergy_Loewe=-0.463, Synergy_HSA=-0.362. (3) Drug 1: C1=C(C(=O)NC(=O)N1)F. Drug 2: C(CCl)NC(=O)N(CCCl)N=O. Cell line: HL-60(TB). Synergy scores: CSS=39.1, Synergy_ZIP=-15.2, Synergy_Bliss=-21.6, Synergy_Loewe=-26.6, Synergy_HSA=-22.0. (4) Drug 1: C1CNP(=O)(OC1)N(CCCl)CCCl. Drug 2: C(CN)CNCCSP(=O)(O)O. Cell line: CCRF-CEM. Synergy scores: CSS=1.98, Synergy_ZIP=0.136, Synergy_Bliss=1.99, Synergy_Loewe=-0.432, Synergy_HSA=-0.299.